From a dataset of Full USPTO retrosynthesis dataset with 1.9M reactions from patents (1976-2016). Predict the reactants needed to synthesize the given product. (1) The reactants are: [C:1]([O:5][C:6](=[O:29])[C:7]([O:10]/[N:11]=[C:12](/[C:16]1[N:20]=[C:19]([NH:21][C:22]([O:24][C:25]([CH3:28])([CH3:27])[CH3:26])=[O:23])[S:18][N:17]=1)\[C:13](O)=[O:14])([CH3:9])[CH3:8])([CH3:4])([CH3:3])[CH3:2].CCN(C(C)C)C(C)C.CN(C(ON1N=NC2C=CC=NC1=2)=[N+](C)C)C.F[P-](F)(F)(F)(F)F.[N:63]1([CH2:68][C@H:69]2[NH:72][C:71](=[O:73])[C@H:70]2[NH2:74])[CH:67]=[N:66][CH:65]=[N:64]1. Given the product [N:63]1([CH2:68][C@@H:69]2[C@H:70]([NH:74][C:13](=[O:14])/[C:12](=[N:11]\[O:10][C:7]([CH3:8])([CH3:9])[C:6]([O:5][C:1]([CH3:2])([CH3:3])[CH3:4])=[O:29])/[C:16]3[N:20]=[C:19]([NH:21][C:22]([O:24][C:25]([CH3:28])([CH3:26])[CH3:27])=[O:23])[S:18][N:17]=3)[C:71](=[O:73])[NH:72]2)[CH:67]=[N:66][CH:65]=[N:64]1, predict the reactants needed to synthesize it. (2) Given the product [CH:20]1([C:5]2[C:6]([C:7](=[O:8])[NH:9][CH2:10][CH2:11][CH2:12][N:13]3[CH2:17][CH2:16][CH2:15][C:14]3=[O:18])=[CH:19][C:2]([NH:1][C:50]([C:46]3[O:45][CH:49]=[CH:48][CH:47]=3)=[O:51])=[C:3]([N:23]3[CH2:24][CH2:25][N:26]([C:29]4[CH:34]=[CH:33][CH:32]=[CH:31][C:30]=4[CH3:35])[CH2:27][CH2:28]3)[CH:4]=2)[CH2:21][CH2:22]1, predict the reactants needed to synthesize it. The reactants are: [NH2:1][C:2]1[C:3]([N:23]2[CH2:28][CH2:27][N:26]([C:29]3[CH:34]=[CH:33][CH:32]=[CH:31][C:30]=3[CH3:35])[CH2:25][CH2:24]2)=[CH:4][C:5]([CH:20]2[CH2:22][CH2:21]2)=[C:6]([CH:19]=1)[C:7]([NH:9][CH2:10][CH2:11][CH2:12][N:13]1[CH2:17][CH2:16][CH2:15][C:14]1=[O:18])=[O:8].C(N(CC)C(C)C)(C)C.[O:45]1[CH:49]=[CH:48][CH:47]=[C:46]1[C:50](Cl)=[O:51]. (3) Given the product [NH2:32][C@@H:24]([CH2:25][C:26]1[CH:27]=[CH:28][CH:29]=[CH:30][CH:31]=1)[CH2:23][NH:22][C:11]1[C:12]2[C:17]3[CH2:18][CH2:19][CH2:20][CH2:21][C:16]=3[S:15][C:13]=2[N:14]=[C:9]([C:8]2[CH:7]=[CH:6][N:5]=[CH:4][C:3]=2[OH:2])[N:10]=1, predict the reactants needed to synthesize it. The reactants are: C[O:2][C:3]1[CH:4]=[N:5][CH:6]=[CH:7][C:8]=1[C:9]1[N:10]=[C:11]([NH:22][CH2:23][C@@H:24]([NH2:32])[CH2:25][C:26]2[CH:31]=[CH:30][CH:29]=[CH:28][CH:27]=2)[C:12]2[C:17]3[CH2:18][CH2:19][CH2:20][CH2:21][C:16]=3[S:15][C:13]=2[N:14]=1.B(Br)(Br)Br. (4) Given the product [Cl:14][C:4]1[N:3]=[C:2]([NH:15][C:16]2[CH:21]=[C:20]([CH:19]=[CH:18][N:17]=2)[C:22]#[N:23])[CH:7]=[C:6]([CH:8]2[CH2:13][CH2:12][O:11][CH2:10][CH2:9]2)[CH:5]=1, predict the reactants needed to synthesize it. The reactants are: Cl[C:2]1[CH:7]=[C:6]([CH:8]2[CH2:13][CH2:12][O:11][CH2:10][CH2:9]2)[CH:5]=[C:4]([Cl:14])[N:3]=1.[NH2:15][C:16]1[CH:21]=[C:20]([C:22]#[N:23])[CH:19]=[CH:18][N:17]=1.C(=O)([O-])[O-].[Cs+].[Cs+].O1CCOCC1.